Predict the product of the given reaction. From a dataset of Forward reaction prediction with 1.9M reactions from USPTO patents (1976-2016). (1) Given the reactants [NH2:1][CH2:2][C:3]1[CH:38]=[CH:37][C:6]([O:7][C:8]2[CH:13]=[CH:12][C:11]([C:14]3[C:22]4[C:17](=[N:18][CH:19]=[N:20][C:21]=4[NH2:23])[N:16]([C@H:24]4[CH2:29][CH2:28][C@@H:27]([N:30]5[CH2:35][CH2:34][N:33]([CH3:36])[CH2:32][CH2:31]5)[CH2:26][CH2:25]4)[N:15]=3)=[CH:10][CH:9]=2)=[CH:5][CH:4]=1.[CH3:39][S:40](Cl)(=[O:42])=[O:41], predict the reaction product. The product is: [C:6]([OH:41])(=[O:7])[CH3:37].[NH2:23][C:21]1[N:20]=[CH:19][N:18]=[C:17]2[N:16]([C@H:24]3[CH2:29][CH2:28][C@@H:27]([N:30]4[CH2:35][CH2:34][N:33]([CH3:36])[CH2:32][CH2:31]4)[CH2:26][CH2:25]3)[N:15]=[C:14]([C:11]3[CH:12]=[CH:13][C:8]([O:7][C:6]4[CH:5]=[CH:4][C:3]([CH2:2][NH:1][S:40]([CH3:39])(=[O:42])=[O:41])=[CH:38][CH:37]=4)=[CH:9][CH:10]=3)[C:22]=12. (2) Given the reactants C(=O)([O-])[O-].[K+].[K+].[F:7][C:8]1[CH:15]=[C:14]([F:16])[CH:13]=[CH:12][C:9]=1[CH2:10]Br.[OH:17][C:18]1[N:19]=[C:20]([S:36][CH3:37])[N:21]([C:25]2[CH:26]=[C:27]([CH:32]=[CH:33][C:34]=2[CH3:35])[C:28]([O:30][CH3:31])=[O:29])[C:22](=[O:24])[CH:23]=1, predict the reaction product. The product is: [F:7][C:8]1[CH:15]=[C:14]([F:16])[CH:13]=[CH:12][C:9]=1[CH2:10][O:17][C:18]1[N:19]=[C:20]([S:36][CH3:37])[N:21]([C:25]2[CH:26]=[C:27]([CH:32]=[CH:33][C:34]=2[CH3:35])[C:28]([O:30][CH3:31])=[O:29])[C:22](=[O:24])[CH:23]=1. (3) Given the reactants [NH2:1][C:2]1[N:7]=[CH:6][N:5]=[C:4]([NH:8][C@H:9]([C:11]2[N:16]([C:17]3[CH:22]=[CH:21][CH:20]=[CH:19][CH:18]=3)[C:15](=[O:23])[C:14]3=[C:24](C)[CH:25]=[CH:26][N:13]3[N:12]=2)[CH3:10])[C:3]=1I.CC1(C)C(C)(C)OB([C:37]2[CH:38]=[N:39][NH:40][CH:41]=2)O1, predict the reaction product. The product is: [NH2:1][C:2]1[N:7]=[CH:6][N:5]=[C:4]([NH:8][C@H:9]([C:11]2[N:16]([C:17]3[CH:18]=[CH:19][CH:20]=[CH:21][CH:22]=3)[C:15](=[O:23])[C:14]3=[CH:24][CH:25]=[CH:26][N:13]3[N:12]=2)[CH3:10])[C:3]=1[C:37]1[CH:38]=[N:39][NH:40][CH:41]=1. (4) Given the reactants [NH:1]1[CH2:5][CH2:4][C@@H:3]([NH:6][C:7](=[O:22])[CH2:8][C:9]2[NH:13][C:12]3[CH:14]=[CH:15][CH:16]=[C:17]([C:18]([F:21])([F:20])[F:19])[C:11]=3[N:10]=2)[CH2:2]1.[O:23]1[CH2:28][CH2:27][C:26](=O)[CH2:25][CH2:24]1.C(O[BH-](OC(=O)C)OC(=O)C)(=O)C.[Na+].C([O-])(O)=O.[Na+], predict the reaction product. The product is: [O:23]1[CH2:28][CH2:27][CH:26]([N:1]2[CH2:5][CH2:4][C@@H:3]([NH:6][C:7](=[O:22])[CH2:8][C:9]3[NH:10][C:11]4[C:17]([C:18]([F:19])([F:20])[F:21])=[CH:16][CH:15]=[CH:14][C:12]=4[N:13]=3)[CH2:2]2)[CH2:25][CH2:24]1. (5) Given the reactants [Cl:1][C:2]1[CH:3]=[C:4]([CH2:9][CH2:10][C:11]([CH:13]2[CH2:17][CH2:16][CH2:15][CH2:14]2)=[O:12])[CH:5]=[CH:6][C:7]=1[OH:8].BrC1C=[CH:23][C:22]([OH:25])=C(F)C=1.BrC(CC)[C:29]([O-])=[O:30], predict the reaction product. The product is: [CH3:29][O:30][C:22](=[O:25])[CH2:23][O:8][C:7]1[CH:6]=[CH:5][C:4]([CH2:9][CH2:10][C:11]([CH:13]2[CH2:17][CH2:16][CH2:15][CH2:14]2)=[O:12])=[CH:3][C:2]=1[Cl:1]. (6) Given the reactants [CH2:1]=[CH:2][CH2:3][CH2:4][CH2:5][CH3:6].[CH2:7]=[CH:8][CH2:9][CH2:10][CH2:11][CH2:12][CH2:13][CH2:14][CH2:15][CH2:16]CC, predict the reaction product. The product is: [CH3:1][CH2:2][CH2:3][CH2:4]/[CH:5]=[CH:6]\[CH2:7][CH2:8][CH2:9][CH2:10][CH2:11][CH2:12][CH2:13][CH2:14][CH2:15][CH3:16]. (7) Given the reactants Cl[C:2]1[N:7]=[CH:6][N:5]=[C:4]([C:8]([O:10][CH2:11][CH3:12])=[O:9])[CH:3]=1.[NH:13]1[CH2:18][CH2:17][CH:16]([C:19]2[CH:20]([OH:29])[NH:21][C:22]3[C:27]([CH:28]=2)=[CH:26][CH:25]=[CH:24][CH:23]=3)[CH2:15][CH2:14]1.CCN(C(C)C)C(C)C.O, predict the reaction product. The product is: [O:29]=[C:20]1[C:19]([CH:16]2[CH2:17][CH2:18][N:13]([C:2]3[N:7]=[CH:6][N:5]=[C:4]([C:8]([O:10][CH2:11][CH3:12])=[O:9])[CH:3]=3)[CH2:14][CH2:15]2)=[CH:28][C:27]2[C:22](=[CH:23][CH:24]=[CH:25][CH:26]=2)[NH:21]1. (8) Given the reactants [Cl:1][C:2]1[C:7]([S:8]([CH3:11])(=[O:10])=[O:9])=[CH:6][C:5]([C:12]2[N:13]([C:33]([N:35]3[CH2:40][CH2:39][N:38]([CH2:41][CH2:42][CH2:43][S:44]([CH3:47])(=[O:46])=[O:45])[CH2:37][CH2:36]3)=[O:34])[C@@:14]([C:26]3[CH:31]=[CH:30][C:29]([Cl:32])=[CH:28][CH:27]=3)([CH3:25])[C@@:15]([C:18]3[CH:23]=[CH:22][C:21]([Cl:24])=[CH:20][CH:19]=3)([CH3:17])[N:16]=2)=[C:4]([OH:48])[CH:3]=1.C(=O)([O-])[O-].[K+].[K+].[CH:55](I)([CH3:57])[CH3:56], predict the reaction product. The product is: [Cl:1][C:2]1[C:7]([S:8]([CH3:11])(=[O:9])=[O:10])=[CH:6][C:5]([C:12]2[N:13]([C:33]([N:35]3[CH2:40][CH2:39][N:38]([CH2:41][CH2:42][CH2:43][S:44]([CH3:47])(=[O:46])=[O:45])[CH2:37][CH2:36]3)=[O:34])[C@@:14]([C:26]3[CH:31]=[CH:30][C:29]([Cl:32])=[CH:28][CH:27]=3)([CH3:25])[C@@:15]([C:18]3[CH:19]=[CH:20][C:21]([Cl:24])=[CH:22][CH:23]=3)([CH3:17])[N:16]=2)=[C:4]([O:48][CH:55]([CH3:57])[CH3:56])[CH:3]=1. (9) Given the reactants [C:1]([O:4][C@H:5]([C:47]1[CH:52]=[CH:51][C:50]([F:53])=[CH:49][CH:48]=1)[CH2:6][CH2:7][C@H:8]1[C:11](=[O:12])[N:10]([C:13]2[CH:18]=[CH:17][C:16]([CH2:19][CH2:20][CH2:21][NH:22][S:23]([CH3:26])(=[O:25])=[O:24])=[CH:15][CH:14]=2)[C@@H:9]1[C:27]1[CH:32]=[CH:31][C:30]([CH2:33][CH2:34][C:35]2([O:43][C:44](=[O:46])[CH3:45])[CH2:40][O:39]C(C)(C)[O:37][CH2:36]2)=[CH:29][CH:28]=1)(=[O:3])[CH3:2].C(O)(C(F)(F)F)=O.C1(C)C=CC=CC=1, predict the reaction product. The product is: [C:44]([O:43][C:35]([CH2:36][OH:37])([CH2:40][OH:39])[CH2:34][CH2:33][C:30]1[CH:31]=[CH:32][C:27]([C@@H:9]2[C@@H:8]([CH2:7][CH2:6][C@H:5]([O:4][C:1](=[O:3])[CH3:2])[C:47]3[CH:52]=[CH:51][C:50]([F:53])=[CH:49][CH:48]=3)[C:11](=[O:12])[N:10]2[C:13]2[CH:14]=[CH:15][C:16]([CH2:19][CH2:20][CH2:21][NH:22][S:23]([CH3:26])(=[O:24])=[O:25])=[CH:17][CH:18]=2)=[CH:28][CH:29]=1)(=[O:46])[CH3:45].